Dataset: Forward reaction prediction with 1.9M reactions from USPTO patents (1976-2016). Task: Predict the product of the given reaction. (1) Given the reactants [C:1]([C:4]1[CH:9]=[CH:8][C:7](B(O)O)=[CH:6][CH:5]=1)([OH:3])=[O:2].Cl[C:14]1[C:19]([Cl:20])=[CH:18][CH:17]=[CH:16][N:15]=1, predict the reaction product. The product is: [Cl:20][C:19]1[C:14]([C:7]2[CH:8]=[CH:9][C:4]([C:1]([OH:3])=[O:2])=[CH:5][CH:6]=2)=[N:15][CH:16]=[CH:17][CH:18]=1. (2) Given the reactants [NH2:1][C@H:2]([C:10]([OH:12])=O)[CH2:3][CH2:4][CH2:5][NH:6][C:7](=[NH:9])[NH2:8].[C:21](O[C:21]([O:23][C:24]([CH3:27])([CH3:26])[CH3:25])=[O:22])([O:23][C:24]([CH3:27])([CH3:26])[CH3:25])=[O:22].[OH-].[Na+].Cl[C:31]([O:33][CH2:34][C:35]1[CH:40]=[CH:39][CH:38]=[CH:37][CH:36]=1)=[O:32].[OH-].[K+].[Cl-].[Na+].ClC(OCC(C)C)=O, predict the reaction product. The product is: [C:24]([O:23][C:21](=[O:22])[NH:1][C@H:2]1[CH2:3][CH2:4][CH2:5][N:6]([C:7]([NH:8][C:31]([O:33][CH2:34][C:35]2[CH:40]=[CH:39][CH:38]=[CH:37][CH:36]=2)=[O:32])=[NH:9])[C:10]1=[O:12])([CH3:25])([CH3:26])[CH3:27]. (3) Given the reactants [Br:1][C:2]1[CH:3]=[C:4]2[C:27](=[CH:28][CH:29]=1)[C:8]1[NH:9][C:10]([C@@H:12]3[CH2:16][C@H:15]([CH2:17][O:18][CH3:19])[CH2:14][N:13]3[C:20](OC(C)(C)C)=[O:21])=[N:11][C:7]=1[CH:6]=[CH:5]2.Cl.[CH3:31][O:32][C:33]([NH:35][CH:36]([CH:40]([CH3:42])[CH3:41])C(O)=O)=[O:34].CN(C(ON1N=NC2C=CC=NC1=2)=[N+](C)C)C.F[P-](F)(F)(F)(F)F.CCN(C(C)C)C(C)C, predict the reaction product. The product is: [Br:1][C:2]1[CH:3]=[C:4]2[C:27](=[CH:28][CH:29]=1)[C:8]1[NH:9][C:10]([C@@H:12]3[CH2:16][C@H:15]([CH2:17][O:18][CH3:19])[CH2:14][N:13]3[C:20](=[O:21])[C@@H:36]([NH:35][C:33](=[O:34])[O:32][CH3:31])[CH:40]([CH3:42])[CH3:41])=[N:11][C:7]=1[CH:6]=[CH:5]2. (4) Given the reactants [NH2:1][C:2]1[CH:3]=[C:4]([CH:31]=[CH:32][CH:33]=1)[O:5][C:6]1[C:7]2[C:21]([F:22])=[CH:20][N:19]([CH2:23][O:24][CH2:25][CH2:26][Si:27]([CH3:30])([CH3:29])[CH3:28])[C:8]=2[N:9]=[C:10]([NH:12][C:13]2[CH:17]=[CH:16][N:15]([CH3:18])[N:14]=2)[N:11]=1.[C:34](Cl)(=[O:37])[CH:35]=[CH2:36], predict the reaction product. The product is: [F:22][C:21]1[C:7]2[C:6]([O:5][C:4]3[CH:3]=[C:2]([NH:1][C:34](=[O:37])[CH:35]=[CH2:36])[CH:33]=[CH:32][CH:31]=3)=[N:11][C:10]([NH:12][C:13]3[CH:17]=[CH:16][N:15]([CH3:18])[N:14]=3)=[N:9][C:8]=2[N:19]([CH2:23][O:24][CH2:25][CH2:26][Si:27]([CH3:28])([CH3:29])[CH3:30])[CH:20]=1. (5) Given the reactants [CH3:1][O:2][C:3]([CH2:5][O:6][C:7]1[C:16]2[C:11](=[CH:12][CH:13]=[CH:14][CH:15]=2)[C:10]([C:17]([OH:19])=O)=[CH:9][CH:8]=1)=[O:4].[N:20]1([CH2:26][CH2:27][CH2:28][O:29][C:30]2[CH:35]=[CH:34][C:33]([N:36]3[CH2:41][CH2:40][NH:39][CH2:38][CH2:37]3)=[CH:32][CH:31]=2)[CH2:25][CH2:24][CH2:23][CH2:22][CH2:21]1, predict the reaction product. The product is: [CH3:1][O:2][C:3]([CH2:5][O:6][C:7]1[C:16]2[C:11](=[CH:12][CH:13]=[CH:14][CH:15]=2)[C:10]([C:17]([N:39]2[CH2:40][CH2:41][N:36]([C:33]3[CH:32]=[CH:31][C:30]([O:29][CH2:28][CH2:27][CH2:26][N:20]4[CH2:21][CH2:22][CH2:23][CH2:24][CH2:25]4)=[CH:35][CH:34]=3)[CH2:37][CH2:38]2)=[O:19])=[CH:9][CH:8]=1)=[O:4].